Task: Predict the reactants needed to synthesize the given product.. Dataset: Retrosynthesis with 50K atom-mapped reactions and 10 reaction types from USPTO (1) Given the product CC(C)(C)c1nc(C2CCC2)cc(N2CCN(CCCCn3ncc(=O)[nH]c3=O)CC2)n1, predict the reactants needed to synthesize it. The reactants are: CC(C)(C)c1nc(C2CCC2)cc(N2CCNCC2)n1.O=c1cnn(CCCCCl)c(=O)[nH]1. (2) Given the product CN(C)c1ccc2c(n1)C(c1ccccc1Cl)=NCc1n[nH]c(=O)n1-2, predict the reactants needed to synthesize it. The reactants are: CNC.O=c1[nH]nc2n1-c1ccc(Cl)nc1C(c1ccccc1Cl)=NC2. (3) The reactants are: CCOC(=O)/C(=C/c1ccc(OC)c(C(=O)NCc2ccc(C(F)(F)F)cc2)c1)OC(C)C. Given the product COc1ccc(/C=C(\OC(C)C)C(=O)O)cc1C(=O)NCc1ccc(C(F)(F)F)cc1, predict the reactants needed to synthesize it. (4) Given the product Oc1cc(Cl)c(NC(=S)Nc2ccc(F)cc2)cc1Oc1ccc(Cl)cc1Cl, predict the reactants needed to synthesize it. The reactants are: Fc1ccc(N=C=S)cc1.Nc1cc(Oc2ccc(Cl)cc2Cl)c(O)cc1Cl. (5) Given the product C#CCN1CCN(C(=O)OC(C)(C)C)CC1, predict the reactants needed to synthesize it. The reactants are: C#CCBr.CC(C)(C)OC(=O)N1CCNCC1. (6) Given the product Brc1ccc(OCc2ccccc2)cc1, predict the reactants needed to synthesize it. The reactants are: ClCc1ccccc1.Oc1ccc(Br)cc1. (7) Given the product NCC(O)c1cccc(Cl)c1Cl, predict the reactants needed to synthesize it. The reactants are: NCC(=O)c1cccc(Cl)c1Cl.